Dataset: Reaction yield outcomes from USPTO patents with 853,638 reactions. Task: Predict the reaction yield, written as a fraction of the theoretical maximum amount of product (1.0 means a 100% yield; for example, 0.34 means a 34% yield). (1) The reactants are Br[C:2]1[C:3]([C:9]#[N:10])=[N:4][CH:5]=[C:6]([CH3:8])[CH:7]=1.C([O-])([O-])=O.[K+].[K+].[N:17]1[NH:18][N:19]=[CH:20][CH:21]=1. The catalyst is CN(C=O)C. The product is [CH3:8][C:6]1[CH:7]=[C:2]([N:18]2[N:19]=[CH:20][CH:21]=[N:17]2)[C:3]([C:9]#[N:10])=[N:4][CH:5]=1.[CH3:8][C:6]1[CH:7]=[C:2]([N:17]2[CH:21]=[CH:20][N:19]=[N:18]2)[C:3]([C:9]#[N:10])=[N:4][CH:5]=1. The yield is 0.350. (2) The reactants are [CH:1]([O:4][C:5]1[CH:14]=[C:13]([C:15]([F:18])([F:17])[F:16])[C:12]2[C:7](=[CH:8][CH:9]=[C:10]3[NH:22][C@H:21]([CH3:23])[CH2:20][O:19][C:11]3=2)[N:6]=1)([CH3:3])[CH3:2].[BH4-].[Na+]. The catalyst is FC(F)(F)C(O)=O. The product is [CH:1]([O:4][C:5]1[CH:14]=[C:13]([C:15]([F:18])([F:17])[F:16])[C:12]2[C:7](=[CH:8][CH:9]=[C:10]3[N:22]([CH2:13][C:15]([F:18])([F:17])[F:16])[C@H:21]([CH3:23])[CH2:20][O:19][C:11]3=2)[N:6]=1)([CH3:3])[CH3:2]. The yield is 0.800. (3) The reactants are [CH2:1]([O:3][C:4]([CH:6]1[CH2:17][N:16]([C:18]2[CH:19]=[C:20]3[C:24](=[CH:25][CH:26]=2)[CH2:23][CH2:22][CH2:21]3)[C:9]2[N:10]=[C:11]([S:14][CH3:15])[N:12]=[CH:13][C:8]=2[C:7]1=[O:27])=[O:5])[CH3:2].BrBr.N#N.C(N(CC)CC)C. The catalyst is C(Cl)Cl. The product is [CH2:1]([O:3][C:4]([C:6]1[C:7](=[O:27])[C:8]2[CH:13]=[N:12][C:11]([S:14][CH3:15])=[N:10][C:9]=2[N:16]([C:18]2[CH:19]=[C:20]3[C:24](=[CH:25][CH:26]=2)[CH2:23][CH2:22][CH2:21]3)[CH:17]=1)=[O:5])[CH3:2]. The yield is 0.940. (4) The reactants are [Br:1][C:2]1[CH:3]=[C:4]([CH2:8][S:9][CH2:10][C:11]([O:13]C)=O)[CH:5]=[N:6][CH:7]=1.[NH3:15]. No catalyst specified. The product is [Br:1][C:2]1[CH:3]=[C:4]([CH2:8][S:9][CH2:10][C:11]([NH2:15])=[O:13])[CH:5]=[N:6][CH:7]=1. The yield is 0.720. (5) The yield is 0.460. The reactants are [CH2:1]([N:4]1[C:16]2[CH:15]=[CH:14][C:13]([C:17](=[O:19])[CH3:18])=[CH:12][C:11]=2[C:10]2[C:5]1=[CH:6][CH:7]=[CH:8][CH:9]=2)[CH2:2][CH3:3].[Br:20]N1C(=O)CCC1=O. The catalyst is ClC(Cl)C. The product is [Br:20][C:8]1[CH:9]=[C:10]2[C:5](=[CH:6][CH:7]=1)[N:4]([CH2:1][CH2:2][CH3:3])[C:16]1[CH:15]=[CH:14][C:13]([C:17](=[O:19])[CH3:18])=[CH:12][C:11]2=1.